This data is from Catalyst prediction with 721,799 reactions and 888 catalyst types from USPTO. The task is: Predict which catalyst facilitates the given reaction. (1) Reactant: [NH2:1][C:2]1[N:7]=[N:6][C:5]([C:8]#[C:9][CH2:10][CH2:11][N:12]2[CH:16]=[C:15]([C:17]([O:19][C:20]([CH3:23])([CH3:22])[CH3:21])=[O:18])[N:14]=[N:13]2)=[CH:4][CH:3]=1. Product: [NH2:1][C:2]1[N:7]=[N:6][C:5]([CH2:8][CH2:9][CH2:10][CH2:11][N:12]2[CH:16]=[C:15]([C:17]([O:19][C:20]([CH3:23])([CH3:22])[CH3:21])=[O:18])[N:14]=[N:13]2)=[CH:4][CH:3]=1. The catalyst class is: 94. (2) Reactant: [Cl:1][C:2]1[CH:7]=[C:6]([O:8][CH3:9])[C:5]([F:10])=[CH:4][C:3]=1[N+:11]([O-])=O.O.O.Cl[Sn]Cl.Cl. Product: [Cl:1][C:2]1[CH:7]=[C:6]([O:8][CH3:9])[C:5]([F:10])=[CH:4][C:3]=1[NH2:11]. The catalyst class is: 6.